From a dataset of Forward reaction prediction with 1.9M reactions from USPTO patents (1976-2016). Predict the product of the given reaction. (1) Given the reactants Cl[C:2]1[N:7]=[C:6]([CH2:8][CH2:9][C:10]2[C:18]3[C:13](=[CH:14][CH:15]=[CH:16][CH:17]=3)[NH:12][CH:11]=2)[CH:5]=[CH:4][N:3]=1.C(N(CC)CC)C, predict the reaction product. The product is: [N:3]1[CH:4]=[CH:5][C:6]([CH2:8][CH2:9][C:10]2[C:18]3[C:13](=[CH:14][CH:15]=[CH:16][CH:17]=3)[NH:12][CH:11]=2)=[N:7][CH:2]=1. (2) Given the reactants [Cl:1][C:2]1[N:3]=[N:4][C:5]([N:10]2[CH2:15][CH2:14][NH:13][C@H:12]([CH3:16])[CH2:11]2)=[C:6]([CH3:9])[C:7]=1[CH3:8].[CH3:17][O:18][C:19]([C:21]1[CH:26]=[N:25][C:24](Cl)=[CH:23][N:22]=1)=[O:20].C(N(CC)CC)C, predict the reaction product. The product is: [CH3:17][O:18][C:19]([C:21]1[N:22]=[CH:23][C:24]([N:13]2[CH2:14][CH2:15][N:10]([C:5]3[N:4]=[N:3][C:2]([Cl:1])=[C:7]([CH3:8])[C:6]=3[CH3:9])[CH2:11][C@H:12]2[CH3:16])=[N:25][CH:26]=1)=[O:20]. (3) Given the reactants [CH3:1][O-:2].[Na+].[Br:4][C:5]1[CH:10]=[C:9](F)[C:8]([N+:12]([O-:14])=[O:13])=[CH:7][C:6]=1[Cl:15].O, predict the reaction product. The product is: [Br:4][C:5]1[CH:10]=[C:9]([O:2][CH3:1])[C:8]([N+:12]([O-:14])=[O:13])=[CH:7][C:6]=1[Cl:15]. (4) Given the reactants Br[C:2]1[N:7]=[C:6]([O:8][CH2:9][C:10]2[C:15]([CH3:16])=[CH:14][CH:13]=[CH:12][C:11]=2[N:17]2[C:21](=[O:22])[N:20]([CH3:23])[N:19]=[N:18]2)[CH:5]=[CH:4][CH:3]=1.[B:24]1([B:24]2[O:28][C:27]([CH3:30])([CH3:29])[C:26]([CH3:32])([CH3:31])[O:25]2)[O:28][C:27]([CH3:30])([CH3:29])[C:26]([CH3:32])([CH3:31])[O:25]1.C([O-])(=O)C.[K+].CS(C)=O, predict the reaction product. The product is: [CH3:23][N:20]1[C:21](=[O:22])[N:17]([C:11]2[CH:12]=[CH:13][CH:14]=[C:15]([CH3:16])[C:10]=2[CH2:9][O:8][C:6]2[CH:5]=[CH:4][CH:3]=[C:2]([B:24]3[O:28][C:27]([CH3:30])([CH3:29])[C:26]([CH3:32])([CH3:31])[O:25]3)[N:7]=2)[N:18]=[N:19]1. (5) Given the reactants [CH3:1][O:2][C:3](=[O:16])[C:4]1[CH:9]=[C:8](I)[C:7]([C:11]([F:14])([F:13])[F:12])=[CH:6][C:5]=1[NH2:15].[CH3:17][C:18]1[CH:22]=[C:21]([Sn](CCCC)(CCCC)CCCC)[N:20]([CH2:36][CH2:37][O:38][CH2:39][Si:40]([CH3:43])([CH3:42])[CH3:41])[N:19]=1, predict the reaction product. The product is: [CH3:1][O:2][C:3](=[O:16])[C:4]1[CH:9]=[C:8]([C:21]2[N:20]([CH2:36][CH2:37][O:38][CH2:39][Si:40]([CH3:41])([CH3:43])[CH3:42])[N:19]=[C:18]([CH3:17])[CH:22]=2)[C:7]([C:11]([F:14])([F:13])[F:12])=[CH:6][C:5]=1[NH2:15]. (6) Given the reactants [F:1][C:2]1[CH:3]=[C:4]([CH:22]=[CH:23][C:24]=1[F:25])[CH2:5][C@H:6]1[CH2:11][C@@H:10]([C:12]2[O:16][NH:15][C:14](=[O:17])[CH:13]=2)[CH2:9][CH2:8][N:7]1[C:18]([O:20][CH3:21])=[O:19].CCCCCCC.CCO, predict the reaction product. The product is: [F:1][C:2]1[CH:3]=[C:4]([CH:22]=[CH:23][C:24]=1[F:25])[CH2:5][C@H:6]1[CH2:11][C@@H:10]([C:12]2[O:16][NH:15][C:14](=[O:17])[CH:13]=2)[CH2:9][CH2:8][N:7]1[C:18]([O:20][CH3:21])=[O:19].[F:1][C:2]1[CH:3]=[C:4]([CH:22]=[CH:23][C:24]=1[F:25])[CH2:5][C@@H:6]1[CH2:11][C@H:10]([C:12]2[O:16][NH:15][C:14](=[O:17])[CH:13]=2)[CH2:9][CH2:8][N:7]1[C:18]([O:20][CH3:21])=[O:19]. (7) Given the reactants [CH3:1][O:2][CH2:3][O:4][C:5]1[CH:10]=[CH:9][C:8]([N+:11]([O-])=O)=[CH:7][CH:6]=1, predict the reaction product. The product is: [CH3:1][O:2][CH2:3][O:4][C:5]1[CH:10]=[CH:9][C:8]([NH2:11])=[CH:7][CH:6]=1. (8) The product is: [CH3:2][N:3]1[C@@H:4]([CH2:8][C:9]2[C:17]3[CH:16]=[C:15]([CH2:18][CH2:19][S:20]([C:23]4[CH:24]=[CH:25][CH:26]=[CH:27][CH:28]=4)(=[O:21])=[O:22])[CH:14]=[CH:13][C:12]=3[NH:11][CH:10]=2)[CH2:5][CH2:6][CH2:7]1.[BrH:1]. Given the reactants [BrH:1].[CH3:2][N:3]1[CH2:7][CH2:6][CH2:5][C@@H:4]1[CH2:8][C:9]1[C:17]2[C:12](=[CH:13][CH:14]=[C:15]([CH:18]=[CH:19][S:20]([C:23]3[CH:28]=[CH:27][CH:26]=[CH:25][CH:24]=3)(=[O:22])=[O:21])[CH:16]=2)[NH:11][CH:10]=1, predict the reaction product. (9) Given the reactants C[C:2]1([C:18]2[S:19][CH:20]=[CH:21][N:22]=2)[CH:7]=[N:6][C:5]([C:8]2[CH:9]=[N:10][CH:11]=[CH:12][CH:13]=2)=[CH:4][CH:3]1[C:14]([O:16]C)=[O:15].[CH3:23][Si](C)(C)[O-].[K+:28].C(OCC)C, predict the reaction product. The product is: [CH3:23][C:12]1[CH:13]=[C:8]([C:5]2[CH:4]=[C:3]([C:14]([O-:16])=[O:15])[C:2]([C:18]3[S:19][CH:20]=[CH:21][N:22]=3)=[CH:7][N:6]=2)[CH:9]=[N:10][CH:11]=1.[K+:28]. (10) Given the reactants [F:1][C:2]([F:13])([F:12])[C:3]1([CH2:6]OS(C)(=O)=O)[CH2:5][CH2:4]1.[I-].[Na+].[CH3:16][S:17]([C:20]1[CH:25]=[CH:24][C:23]([C:26]2[CH:27]=[C:28]3[CH2:42][C:33]4([CH2:41][C:35]5([CH2:40][CH2:39][NH:38][CH2:37][CH2:36]5)[CH2:34]4)[O:32][C:29]3=[CH:30][N:31]=2)=[CH:22][CH:21]=1)(=[O:19])=[O:18].C([O-])([O-])=O.[K+].[K+], predict the reaction product. The product is: [CH3:16][S:17]([C:20]1[CH:25]=[CH:24][C:23]([C:26]2[CH:27]=[C:28]3[CH2:42][C:33]4([CH2:41][C:35]5([CH2:36][CH2:37][N:38]([CH2:6][C:3]6([C:2]([F:1])([F:12])[F:13])[CH2:4][CH2:5]6)[CH2:39][CH2:40]5)[CH2:34]4)[O:32][C:29]3=[CH:30][N:31]=2)=[CH:22][CH:21]=1)(=[O:19])=[O:18].